Dataset: NCI-60 drug combinations with 297,098 pairs across 59 cell lines. Task: Regression. Given two drug SMILES strings and cell line genomic features, predict the synergy score measuring deviation from expected non-interaction effect. Drug 1: C1CCN(CC1)CCOC2=CC=C(C=C2)C(=O)C3=C(SC4=C3C=CC(=C4)O)C5=CC=C(C=C5)O. Drug 2: C1CCC(CC1)NC(=O)N(CCCl)N=O. Cell line: UO-31. Synergy scores: CSS=14.8, Synergy_ZIP=-4.62, Synergy_Bliss=-1.01, Synergy_Loewe=0.816, Synergy_HSA=0.960.